Dataset: Peptide-MHC class II binding affinity with 134,281 pairs from IEDB. Task: Regression. Given a peptide amino acid sequence and an MHC pseudo amino acid sequence, predict their binding affinity value. This is MHC class II binding data. (1) The peptide sequence is QKKYFAATQFEPLAA. The MHC is HLA-DQA10301-DQB10302 with pseudo-sequence HLA-DQA10301-DQB10302. The binding affinity (normalized) is 0.367. (2) The peptide sequence is LAGVAGLLVAL. The MHC is HLA-DQA10102-DQB10604 with pseudo-sequence HLA-DQA10102-DQB10604. The binding affinity (normalized) is 0.00771. (3) The peptide sequence is FEIKCTKPEACSGEP. The MHC is HLA-DQA10501-DQB10301 with pseudo-sequence HLA-DQA10501-DQB10301. The binding affinity (normalized) is 0.300.